Dataset: hERG Central: cardiac toxicity at 1µM, 10µM, and general inhibition. Task: Predict hERG channel inhibition at various concentrations. (1) The drug is C=CCNC(=O)c1onc(CSc2ccc(F)c(F)c2)c1C(=O)NCC=C. Results: hERG_inhib (hERG inhibition (general)): blocker. (2) The compound is COC(=O)c1c(NC(=O)Cc2ccccc2)sc2c1CCN(C(C)C)C2.Cl. Results: hERG_inhib (hERG inhibition (general)): blocker. (3) The drug is CCOc1ccc(NC(=O)c2sc3nc(C)nc(N4CCOCC4)c3c2C)cc1. Results: hERG_inhib (hERG inhibition (general)): blocker. (4) The drug is CCn1ccnc1CN1CCc2c([nH]c3ccccc23)C1C(C)(C)C. Results: hERG_inhib (hERG inhibition (general)): blocker.